This data is from Reaction yield outcomes from USPTO patents with 853,638 reactions. The task is: Predict the reaction yield, written as a fraction of the theoretical maximum amount of product (1.0 means a 100% yield; for example, 0.34 means a 34% yield). The yield is 0.580. The product is [CH2:1]([C:3]1[CH:4]=[C:5]2[C:9](=[CH:10][C:11]=1[N+:12]([O-:14])=[O:13])[NH:8][CH2:7][CH2:6]2)[CH3:2]. The reactants are [CH2:1]([C:3]1[CH:4]=[C:5]2[C:9](=[CH:10][CH:11]=1)[NH:8][CH2:7][CH2:6]2)[CH3:2].[N+:12]([O-])([O-:14])=[O:13].[K+].[OH-].[Na+]. The catalyst is OS(O)(=O)=O.